This data is from Catalyst prediction with 721,799 reactions and 888 catalyst types from USPTO. The task is: Predict which catalyst facilitates the given reaction. Reactant: O1C[CH2:4][CH2:3][CH2:2]1.[CH2:6]([C:9]1[C:10]([NH:35][C@H:36]2[CH2:41][CH2:40][CH2:39][N:38]([C:42]([O:44][C:45]([CH3:48])([CH3:47])[CH3:46])=[O:43])[CH2:37]2)=[N:11][C:12]2[N:13]([N:32]=[CH:33][CH:34]=2)[C:14]=1[N:15]([C:25]([O:27][C:28]([CH3:31])([CH3:30])[CH3:29])=[O:26])[C:16]1[CH:21]=[CH:20][C:19]([O:22][CH2:23][CH3:24])=[CH:18][CH:17]=1)[CH:7]=[CH2:8].[H-].[Na+].C(Br)C=C. Product: [CH2:4]([N:35]([C:10]1[C:9]([CH2:6][CH:7]=[CH2:8])=[C:14]([N:15]([C:25]([O:27][C:28]([CH3:31])([CH3:30])[CH3:29])=[O:26])[C:16]2[CH:17]=[CH:18][C:19]([O:22][CH2:23][CH3:24])=[CH:20][CH:21]=2)[N:13]2[N:32]=[CH:33][CH:34]=[C:12]2[N:11]=1)[C@H:36]1[CH2:41][CH2:40][CH2:39][N:38]([C:42]([O:44][C:45]([CH3:47])([CH3:46])[CH3:48])=[O:43])[CH2:37]1)[CH:3]=[CH2:2]. The catalyst class is: 145.